This data is from Forward reaction prediction with 1.9M reactions from USPTO patents (1976-2016). The task is: Predict the product of the given reaction. (1) Given the reactants [O:1]=[S:2]1(=[O:23])[CH2:6][CH2:5][CH2:4][N:3]1[C:7]1[CH:16]=[C:15]([N:17]2[CH2:21][CH2:20][O:19][C:18]2=[O:22])[CH:14]=[CH:13][C:8]=1[C:9]([O:11]C)=O.[CH:24]1([C:27]2[C:28]([N:36]3[CH2:41][CH2:40][NH:39][CH2:38][CH2:37]3)=[N:29][CH:30]=[C:31]([CH:33]3[CH2:35][CH2:34]3)[CH:32]=2)[CH2:26][CH2:25]1, predict the reaction product. The product is: [CH:24]1([C:27]2[C:28]([N:36]3[CH2:37][CH2:38][N:39]([C:9]([C:8]4[CH:13]=[CH:14][C:15]([N:17]5[CH2:21][CH2:20][O:19][C:18]5=[O:22])=[CH:16][C:7]=4[N:3]4[CH2:4][CH2:5][CH2:6][S:2]4(=[O:1])=[O:23])=[O:11])[CH2:40][CH2:41]3)=[N:29][CH:30]=[C:31]([CH:33]3[CH2:35][CH2:34]3)[CH:32]=2)[CH2:25][CH2:26]1. (2) Given the reactants [Cl:1][C:2]1[CH:7]=[CH:6][C:5]([N:8]2[CH2:13][CH2:12][N:11]3[CH:14]([C:18]4[CH:38]=[CH:37][C:21]([O:22][CH2:23][CH2:24][CH2:25][N:26]5C(=O)C6C(=CC=CC=6)C5=O)=[C:20]([CH3:39])[C:19]=4[CH3:40])[CH2:15][CH2:16][CH2:17][CH:10]3[CH2:9]2)=[CH:4][C:3]=1[O:41][CH3:42], predict the reaction product. The product is: [Cl:1][C:2]1[CH:7]=[CH:6][C:5]([N:8]2[CH2:13][CH2:12][N:11]3[CH:14]([C:18]4[CH:38]=[CH:37][C:21]([O:22][CH2:23][CH2:24][CH2:25][NH2:26])=[C:20]([CH3:39])[C:19]=4[CH3:40])[CH2:15][CH2:16][CH2:17][CH:10]3[CH2:9]2)=[CH:4][C:3]=1[O:41][CH3:42]. (3) Given the reactants C([N:8]1[CH2:13][CH2:12][C@@H:11]([CH3:14])[C@@H:10]([N:15]([CH3:25])[C:16]2[CH:21]=[CH:20][N:19]=[C:18]3[NH:22][CH:23]=[CH:24][C:17]=23)[CH2:9]1)C1C=CC=CC=1.C(O)C, predict the reaction product. The product is: [CH3:25][N:15]([C@@H:10]1[C@H:11]([CH3:14])[CH2:12][CH2:13][NH:8][CH2:9]1)[C:16]1[CH:21]=[CH:20][N:19]=[C:18]2[NH:22][CH:23]=[CH:24][C:17]=12. (4) Given the reactants [N:1]1([C:7]2[CH:12]=[CH:11][C:10]([C:13]([F:16])([F:15])[F:14])=[CH:9][C:8]=2[CH2:17][N:18]2[CH2:23][CH2:22][N:21](C(OC(C)(C)C)=O)[CH2:20][CH2:19]2)[CH2:6][CH2:5][O:4][CH2:3][CH2:2]1.FC(F)(F)C(O)=O, predict the reaction product. The product is: [N:18]1([CH2:17][C:8]2[CH:9]=[C:10]([C:13]([F:14])([F:15])[F:16])[CH:11]=[CH:12][C:7]=2[N:1]2[CH2:2][CH2:3][O:4][CH2:5][CH2:6]2)[CH2:19][CH2:20][NH:21][CH2:22][CH2:23]1. (5) Given the reactants [CH2:1]([O:3][C:4](=[O:22])[CH2:5][NH:6][CH2:7][CH2:8][NH:9][S:10]([C:13]1[S:14][C:15]2[CH:21]=[CH:20][CH:19]=[CH:18][C:16]=2[N:17]=1)(=[O:12])=[O:11])[CH3:2].[CH:23]([O:36][C:37]([NH:39][C:40]1[CH:45]=[CH:44][N:43]([CH2:46][C:47](O)=[O:48])[C:42](=[O:50])[N:41]=1)=[O:38])([C:30]1[CH:35]=[CH:34][CH:33]=[CH:32][CH:31]=1)[C:24]1[CH:29]=[CH:28][CH:27]=[CH:26][CH:25]=1, predict the reaction product. The product is: [CH2:1]([O:3][C:4](=[O:22])[CH2:5][N:6]([CH2:7][CH2:8][NH:9][S:10]([C:13]1[S:14][C:15]2[CH:21]=[CH:20][CH:19]=[CH:18][C:16]=2[N:17]=1)(=[O:12])=[O:11])[C:47](=[O:48])[CH2:46][N:43]1[CH:44]=[CH:45][C:40]([NH:39][C:37]([O:36][CH:23]([C:24]2[CH:25]=[CH:26][CH:27]=[CH:28][CH:29]=2)[C:30]2[CH:35]=[CH:34][CH:33]=[CH:32][CH:31]=2)=[O:38])=[N:41][C:42]1=[O:50])[CH3:2]. (6) Given the reactants [Br:1][C:2]1[CH:3]=[C:4]([CH2:8][CH2:9][CH2:10][C:11]([OH:13])=O)[CH:5]=[CH:6][CH:7]=1.C(N1C=CN=C1)(N1C=CN=C1)=O.O.[NH2:27][NH2:28], predict the reaction product. The product is: [Br:1][C:2]1[CH:3]=[C:4]([CH2:8][CH2:9][CH2:10][C:11]([NH:27][NH2:28])=[O:13])[CH:5]=[CH:6][CH:7]=1. (7) The product is: [C:23]([N:26]([C:20](=[O:22])[CH:12]([NH:11][S:8]([C:5]1[CH:4]=[CH:3][C:2]([Cl:1])=[CH:7][CH:6]=1)(=[O:9])=[O:10])[CH2:13][C:14]1[CH:15]=[CH:16][CH:17]=[CH:18][CH:19]=1)[NH2:27])(=[O:25])[CH3:24]. Given the reactants [Cl:1][C:2]1[CH:7]=[CH:6][C:5]([S:8]([NH:11][C@H:12]([C:20]([OH:22])=O)[CH2:13][C:14]2[CH:19]=[CH:18][CH:17]=[CH:16][CH:15]=2)(=[O:10])=[O:9])=[CH:4][CH:3]=1.[C:23]([NH:26][NH2:27])(=[O:25])[CH3:24].CCN(C(C)C)C(C)C.CN(C(ON1N=NC2C=CC=NC1=2)=[N+](C)C)C.F[P-](F)(F)(F)(F)F, predict the reaction product. (8) Given the reactants [K].[N+:2]([C:5]1[C:13](=[O:14])[NH:12][C:11](=[O:15])[NH:10][C:6]=1[C:7]([OH:9])=[O:8])([O-:4])=[O:3].OS(O)(=O)=O.[CH3:21]O, predict the reaction product. The product is: [N+:2]([C:5]1[C:13](=[O:14])[NH:12][C:11](=[O:15])[NH:10][C:6]=1[C:7]([O:9][CH3:21])=[O:8])([O-:4])=[O:3]. (9) Given the reactants [NH:1]1[CH2:5][CH2:4][C@H:3]([N:6]2[CH:10]=[C:9]([O:11][C:12]3[N:13]=[C:14]([OH:22])[C:15]4[CH:21]=[CH:20][N:19]=[CH:18][C:16]=4[N:17]=3)[CH:8]=[N:7]2)[CH2:2]1.[C:23](Cl)(=[O:25])[CH3:24], predict the reaction product. The product is: [OH:22][C:14]1[C:15]2[CH:21]=[CH:20][N:19]=[CH:18][C:16]=2[N:17]=[C:12]([O:11][C:9]2[CH:8]=[N:7][N:6]([C@H:3]3[CH2:4][CH2:5][N:1]([C:23](=[O:25])[CH3:24])[CH2:2]3)[CH:10]=2)[N:13]=1.